Dataset: Peptide-MHC class I binding affinity with 185,985 pairs from IEDB/IMGT. Task: Regression. Given a peptide amino acid sequence and an MHC pseudo amino acid sequence, predict their binding affinity value. This is MHC class I binding data. The peptide sequence is KEKGGLEGL. The MHC is Mamu-A11 with pseudo-sequence Mamu-A11. The binding affinity (normalized) is 0.489.